Dataset: Forward reaction prediction with 1.9M reactions from USPTO patents (1976-2016). Task: Predict the product of the given reaction. (1) The product is: [Br:1][C:2]1[C:3]([NH:34][CH2:33][CH2:32][N:27]2[CH:31]=[CH:30][N:29]=[CH:28]2)=[N:4][C:5]([NH:8][C:9]2[CH:14]=[CH:13][C:12]([F:15])=[C:11]([Cl:16])[CH:10]=2)=[N:6][CH:7]=1. Given the reactants [Br:1][C:2]1[C:3](Cl)=[N:4][C:5]([NH:8][C:9]2[CH:14]=[CH:13][C:12]([F:15])=[C:11]([Cl:16])[CH:10]=2)=[N:6][CH:7]=1.C(N(CC)C(C)C)(C)C.[N:27]1([CH2:32][CH2:33][NH2:34])[CH:31]=[CH:30][N:29]=[CH:28]1, predict the reaction product. (2) Given the reactants C([O:5][C:6]([NH:8][CH2:9][CH2:10][N:11]1[C:19](C(OC)=O)=[C:18]2[C:13]([C:14]3[CH:27]=[C:26]([C:28]4[CH:33]=[CH:32][CH:31]=[C:30]([N+:34]([O-:36])=[O:35])[CH:29]=4)[C:25]([O:37][CH3:38])=[CH:24][C:15]=3[CH2:16][CH2:17]2)=[N:12]1)=O)(C)(C)C.Cl, predict the reaction product. The product is: [CH3:38][O:37][C:25]1[C:26]([C:28]2[CH:33]=[CH:32][CH:31]=[C:30]([N+:34]([O-:36])=[O:35])[CH:29]=2)=[CH:27][C:14]2[C:13]3[C:18](=[C:19]4[C:6](=[O:5])[NH:8][CH2:9][CH2:10][N:11]4[N:12]=3)[CH2:17][CH2:16][C:15]=2[CH:24]=1. (3) Given the reactants [CH3:1][O:2][C:3](=[O:28])[C:4]1[CH:9]=[CH:8][CH:7]=[CH:6][C:5]=1[NH:10][C:11](=[O:27])[CH2:12][C:13]1[CH:18]=[CH:17][C:16]([O:19][C:20]2[CH:25]=[CH:24][C:23]([OH:26])=[CH:22][CH:21]=2)=[CH:15][CH:14]=1.[C:29]([O:33][C:34]([NH:36][C:37]1[CH:38]=[C:39]([CH:42]=[CH:43][CH:44]=1)[CH2:40]O)=[O:35])([CH3:32])([CH3:31])[CH3:30].N(C(N(C)C)=O)=NC(N(C)C)=O.C(P(CCCC)CCCC)CCC, predict the reaction product. The product is: [CH3:1][O:2][C:3](=[O:28])[C:4]1[CH:9]=[CH:8][CH:7]=[CH:6][C:5]=1[NH:10][C:11](=[O:27])[CH2:12][C:13]1[CH:18]=[CH:17][C:16]([O:19][C:20]2[CH:21]=[CH:22][C:23]([O:26][CH2:40][C:39]3[CH:42]=[CH:43][CH:44]=[C:37]([NH:36][C:34]([O:33][C:29]([CH3:32])([CH3:31])[CH3:30])=[O:35])[CH:38]=3)=[CH:24][CH:25]=2)=[CH:15][CH:14]=1. (4) Given the reactants O1[C:5]2([CH2:15][CH2:14][C:8]3([CH2:12][CH2:11][C:10](=[O:13])[NH:9]3)[CH2:7][CH2:6]2)[O:4]CC1.Cl, predict the reaction product. The product is: [NH:9]1[C:8]2([CH2:14][CH2:15][C:5](=[O:4])[CH2:6][CH2:7]2)[CH2:12][CH2:11][C:10]1=[O:13]. (5) Given the reactants [CH3:1][O:2][C:3]1[C:8]([O:9][CH3:10])=[C:7]([O:11][CH3:12])[CH:6]=[C:5]([CH3:13])[C:4]=1[CH:14]([C:16]1[C:21]([C:22]([F:25])([F:24])[F:23])=[CH:20][N:19]=[CH:18][C:17]=1[Cl:26])[OH:15], predict the reaction product. The product is: [CH3:1][O:2][C:3]1[C:8]([O:9][CH3:10])=[C:7]([O:11][CH3:12])[CH:6]=[C:5]([CH3:13])[C:4]=1[C:14]([C:16]1[C:21]([C:22]([F:25])([F:23])[F:24])=[CH:20][N:19]=[CH:18][C:17]=1[Cl:26])=[O:15].